Dataset: Reaction yield outcomes from USPTO patents with 853,638 reactions. Task: Predict the reaction yield, written as a fraction of the theoretical maximum amount of product (1.0 means a 100% yield; for example, 0.34 means a 34% yield). (1) The reactants are [CH:1]1([C:4]([NH:6][C:7]2[CH:12]=[CH:11][CH:10]=[C:9]([C:13]3[C:21]4[C:16](=[CH:17][CH:18]=[C:19]([C:22]5[N:26]=[CH:25][N:24](C(C6C=CC=CC=6)(C6C=CC=CC=6)C6C=CC=CC=6)[N:23]=5)[CH:20]=4)[N:15](C4CCCCO4)[N:14]=3)[CH:8]=2)=[O:5])[CH2:3][CH2:2]1. The catalyst is Cl.O1CCOCC1. The product is [NH:24]1[CH:25]=[N:26][C:22]([C:19]2[CH:20]=[C:21]3[C:16](=[CH:17][CH:18]=2)[NH:15][N:14]=[C:13]3[C:9]2[CH:8]=[C:7]([NH:6][C:4]([CH:1]3[CH2:2][CH2:3]3)=[O:5])[CH:12]=[CH:11][CH:10]=2)=[N:23]1. The yield is 0.300. (2) The reactants are FC(F)(F)C(O)=O.[Cl:8][C:9]1[CH:10]=[C:11]([CH:30]=[CH:31][C:32]=1[F:33])[NH:12][C:13]1[C:22]2[C:17](=[CH:18][C:19]([OH:29])=[CH:20][C:21]=2[O:23][CH:24]2[CH2:28][CH2:27][O:26][CH2:25]2)[N:16]=[CH:15][N:14]=1.[CH3:34][O:35][CH2:36][CH2:37]Br. No catalyst specified. The product is [Cl:8][C:9]1[CH:10]=[C:11]([CH:30]=[CH:31][C:32]=1[F:33])[NH:12][C:13]1[C:22]2[C:17](=[CH:18][C:19]([O:29][CH2:37][CH2:36][O:35][CH3:34])=[CH:20][C:21]=2[O:23][CH:24]2[CH2:28][CH2:27][O:26][CH2:25]2)[N:16]=[CH:15][N:14]=1. The yield is 0.790. (3) The reactants are Cl[C:2]1[CH:7]=[C:6]([C:8]([OH:10])=[O:9])[CH:5]=[CH:4][N:3]=1.O.[NH2:12][NH2:13]. The catalyst is O1CCOCC1. The product is [NH:12]([C:2]1[CH:7]=[C:6]([C:8]([OH:10])=[O:9])[CH:5]=[CH:4][N:3]=1)[NH2:13]. The yield is 0.420. (4) The reactants are [N:1]1([C:7]2[N:12]=[C:11]([N:13]3[CH:18]4[CH2:19][CH2:20][CH:14]3[CH2:15][O:16][CH2:17]4)[N:10]=[C:9]([C:21]3[CH:27]=[CH:26][C:24]([NH2:25])=[CH:23][CH:22]=3)[N:8]=2)[CH2:6][CH2:5][O:4][CH2:3][CH2:2]1.ClC(Cl)(O[C:32](=[O:38])OC(Cl)(Cl)Cl)Cl.[CH:40]([NH2:43])([CH3:42])[CH3:41]. No catalyst specified. The product is [CH:40]([NH:43][C:32]([NH:25][C:24]1[CH:26]=[CH:27][C:21]([C:9]2[N:8]=[C:7]([N:1]3[CH2:2][CH2:3][O:4][CH2:5][CH2:6]3)[N:12]=[C:11]([N:13]3[CH:14]4[CH2:20][CH2:19][CH:18]3[CH2:17][O:16][CH2:15]4)[N:10]=2)=[CH:22][CH:23]=1)=[O:38])([CH3:42])[CH3:41]. The yield is 0.500. (5) The yield is 0.930. The reactants are Cl[C:2]1[C:11]2[C:6](=[CH:7][CH:8]=[CH:9][CH:10]=2)[N:5]=[CH:4][C:3]=1[N+:12]([O-:14])=[O:13].[Si:15]([O:22][C:23]1([CH2:29][CH2:30][CH2:31][NH2:32])[CH2:28][CH2:27][CH2:26][CH2:25][CH2:24]1)([C:18]([CH3:21])([CH3:20])[CH3:19])([CH3:17])[CH3:16].C(N(CC)CC)C. The product is [Si:15]([O:22][C:23]1([CH2:29][CH2:30][CH2:31][NH:32][C:2]2[C:11]3[C:6](=[CH:7][CH:8]=[CH:9][CH:10]=3)[N:5]=[CH:4][C:3]=2[N+:12]([O-:14])=[O:13])[CH2:28][CH2:27][CH2:26][CH2:25][CH2:24]1)([C:18]([CH3:21])([CH3:20])[CH3:19])([CH3:17])[CH3:16]. The catalyst is ClCCl. (6) The reactants are [Br:1][C:2]1[CH2:7][CH2:6][C:5]([CH3:9])([CH3:8])[CH2:4][C:3]=1[CH:10]=O.C(O)(=O)C.[C:16]([O:20][C:21]([N:23]1[CH2:28][CH2:27][NH:26][CH2:25][CH2:24]1)=[O:22])([CH3:19])([CH3:18])[CH3:17].C(O[BH-](OC(=O)C)OC(=O)C)(=O)C.[Na+].[OH-].[Na+]. The catalyst is ClCCl. The product is [C:16]([O:20][C:21]([N:23]1[CH2:28][CH2:27][N:26]([CH2:10][C:3]2[CH2:4][C:5]([CH3:8])([CH3:9])[CH2:6][CH2:7][C:2]=2[Br:1])[CH2:25][CH2:24]1)=[O:22])([CH3:19])([CH3:17])[CH3:18]. The yield is 0.730. (7) The reactants are [NH2:1][C:2]1[CH:3]=[CH:4][C:5]([CH3:34])=[C:6]([NH:8][C:9](=[O:33])[C:10]2[CH:15]=[CH:14][C:13]([NH:16][C:17]3[N:26]=[C:25]([C:27]4[CH:32]=[CH:31][CH:30]=[CH:29][CH:28]=4)[C:24]4[C:19](=[CH:20][CH:21]=[CH:22][CH:23]=4)[N:18]=3)=[CH:12][CH:11]=2)[CH:7]=1.[CH3:35][N:36]([CH3:41])[CH2:37][C:38](O)=[O:39].CCN(C(C)C)C(C)C.CN(C(ON1N=NC2C=CC=NC1=2)=[N+](C)C)C.F[P-](F)(F)(F)(F)F. The catalyst is CN(C)C=O. The product is [CH3:35][N:36]([CH3:41])[CH2:37][C:38]([NH:1][C:2]1[CH:3]=[CH:4][C:5]([CH3:34])=[C:6]([NH:8][C:9](=[O:33])[C:10]2[CH:15]=[CH:14][C:13]([NH:16][C:17]3[N:26]=[C:25]([C:27]4[CH:28]=[CH:29][CH:30]=[CH:31][CH:32]=4)[C:24]4[C:19](=[CH:20][CH:21]=[CH:22][CH:23]=4)[N:18]=3)=[CH:12][CH:11]=2)[CH:7]=1)=[O:39]. The yield is 0.350. (8) The reactants are Cl.[C:2]1([CH:8]([C:14]2[CH:19]=[CH:18][CH:17]=[CH:16][CH:15]=2)[N:9]2[CH2:12][CH:11]([OH:13])[CH2:10]2)[CH:7]=[CH:6][CH:5]=[CH:4][CH:3]=1.C(N(CC)CC)C.S(=O)(=O)=O.O. The catalyst is O1CCCC1.CS(C)=O. The product is [C:14]1([CH:8]([C:2]2[CH:3]=[CH:4][CH:5]=[CH:6][CH:7]=2)[N:9]2[CH2:12][C:11](=[O:13])[CH2:10]2)[CH:15]=[CH:16][CH:17]=[CH:18][CH:19]=1. The yield is 0.670.